Dataset: Experimentally validated miRNA-target interactions with 360,000+ pairs, plus equal number of negative samples. Task: Binary Classification. Given a miRNA mature sequence and a target amino acid sequence, predict their likelihood of interaction. (1) The miRNA is hsa-miR-6810-3p with sequence UCCCCUGCUCCCUUGUUCCCCAG. The protein sequence of the target gene is MTAAAASNWGLITNIVNSIVGVSVLTMPFCFKQCGIVLGALLLVFCSWMTHQSCMFLVKSASLSKRRTYAGLAFHAYGKAGKMLVETSMIGLMLGTCIAFYVVIGDLGSNFFARLFGFQVGGTFRMFLLFAVSLCIVLPLSLQRNMMASIQSFSAMALLFYTVFMFVIVLSSLKHGLFSGQWLRRVSYVRWEGVFRCIPIFGMSFACQSQVLPTYDSLDEPSVKTMSSIFASSLNVVTTFYVMVGFFGYVSFTEATAGNVLMHFPSNLVTEMLRVGFMMSVAVGFPMMILPCRQALSTLL.... Result: 0 (no interaction). (2) The protein sequence of the target gene is MNKLYIGNLNESVTPADLEKVFAEHKISYSGQFLVKSGYAFVDCPDEHWAMKAIETFSGKVELQGKRLEIEHSVPKKQRSRKIQIRNIPPQLRWEVLDSLLAQYGTVENCEQVNTESETAVVNVTYSNREQTRQAIMKLNGHQLENHALKVSYIPDEQIAQGPENGRRGGFGSRGQPRQGSPVAAGAPAKQQQVDIPLRLLVPTQYVGAIIGKEGATIRNITKQTQSKIDVHRKENAGAAEKAISVHSTPEGCSSACKMILEIMHKEAKDTKTADEVPLKILAHNNFVGRLIGKEGRNLK.... The miRNA is hsa-miR-7154-3p with sequence AGGAGGACAAGUUGUGGGAU. Result: 0 (no interaction). (3) The miRNA is hsa-miR-6069 with sequence GGGCUAGGGCCUGCUGCCCCC. The protein sequence of the target gene is MERIPSAQPPPTCLPKAPGLEPGDLSGMDFAHMYQVYKSRRGIKRSEDSKETYKLPHRLIEKKRRDRINECIAQLKDLLPEHLKLTTLGHLEKAVVLELTLKHVKALTNLIDQQQQKIIALQSGLQAGDLSGRNVEAGQEMFCSGFQTCAREVLQYLAKHENTRDLKSSQLVTHLHRVVSELLQGGTSRKPSDPAPKAMDFKEKPSSLAKGSEGPGKNCVPVIQRTFAHSSGEQSGSDTDTDSGYGGESEKSELRVEQPYFKSDHGRRFTMGERISAIKQESEEPPMKKSRMQLSDDEGP.... Result: 0 (no interaction). (4) The miRNA is hsa-miR-6870-5p with sequence UGGGGGAGAUGGGGGUUGA. The protein sequence of the target gene is MNHDFQALALESRGMGELLPTKKFWEPDDSTKDGQKGIFLGDDEWRETAWGTSHHSMSQPIMVQRRSGQSFHGNSEVNAILSPRSESGGLGVSMVEYVLSSSPADKLDSRFRKGTFGTRDAETDGPEKGDQKGKASPFEEDQNRDLKQDDEDSKINGRGLPNGMDADCKDFNRTPGSRQASPTEVVERLGPSTNPPEGLGPLPNPTANKPLVEEFSNPETQNLDAMDQVGLDSLQFDYPGNQVPMDSSGATVGLFDYNSQQQLFQRTSALTVQQLTAAQQQQYALAAAQQPHIAGVFSAG.... Result: 0 (no interaction). (5) The miRNA is hsa-miR-27b-3p with sequence UUCACAGUGGCUAAGUUCUGC. The protein sequence of the target gene is MATLVVNKLGAGVDSGRQGSRGTAVVKVLECGVCEDVFSLQGDKVPRLLLCGHTVCHDCLTRLPLHGRAIRCPFDRQVTDLGDSGVWGLKKNFALLELLERLQNGPIGQYGAAEESIGISGESIIRCDEDEAHLASVYCTVCATHLCSECSQVTHSTKTLAKHRRVPLADKPHEKTMCSQHQVHAIEFVCLEEGCQTSPLMCCVCKEYGKHQGHKHSVLEPEANQIRASILDMAHCIRTFTEEISDYSRKLVGIVQHIEGGEQIVEDGIGMAHTEHVPGTAENARSCIRAYFYDLHETLC.... Result: 1 (interaction). (6) The miRNA is hsa-miR-374b-3p with sequence CUUAGCAGGUUGUAUUAUCAUU. The protein sequence of the target gene is MPSCSTSTMPGMICKNPDLEFDSLQPCFYPDEDDFYFGGPDSTPPGEDIWKKFELLPTPPLSPSRGFAEHSSEPPSWVTEMLLENELWGSPAEEDAFGLGGLGGLTPNPVILQDCMWSGFSAREKLERAVSEKLQHGRGPPTAGSTAQSPGAGAASPAGRGHGGAAGAGRAGAALPAELAHPAAECVDPAVVFPFPVNKREPAPVPAAPASAPAAGPAVASGAGIAAPAGAPGVAPPRPGGRQTSGGDHKALSTSGEDTLSDSDDEDDEEEDEEEEIDVVTVEKRRSSSNTKAVTTFTIT.... Result: 0 (no interaction). (7) The miRNA is hsa-miR-6823-5p with sequence UCAGGGUUGGUAGGGGUUGCU. The protein sequence of the target gene is MAATEISVLSEQFTKIKELELMPEKGLKEEEKDGVCREKDHRSPSELEAERTSGAFQDSVLEEEVELVLAPSEESEKYILTLQTVHFTSEAVELQDMSLLSIQQQEGVQVVVQQPGPGLLWLEEGPRQSLQQCVAISIQQELYSPQEMEVLQFHALEENVMVASEDSKLAVSLAETTGLIKLEEEQEKNQLLAERTKEQLFFVETMSGDERSDEIVLTVSNSNVEEQEDQPTAGQADAEKAKSTKNQRKTKGAKGTFHCDVCMFTSSRMSSFNRHMKTHTSEKPHLCHLCLKTFRTVTLL.... Result: 1 (interaction).